From a dataset of Reaction yield outcomes from USPTO patents with 853,638 reactions. Predict the reaction yield, written as a fraction of the theoretical maximum amount of product (1.0 means a 100% yield; for example, 0.34 means a 34% yield). (1) The yield is 0.267. The product is [CH2:12]([N:13]([CH2:14][CH3:10])[CH2:23][CH2:22][N:19]1[CH2:18][CH2:17][CH2:16][CH2:15][C:14]2[NH:13][C:12]([CH:24]=[O:26])=[C:11]([CH3:31])[C:10]=2[C:8]1=[O:9])[CH3:11]. The reactants are C[Al](C)C.C(O[C:8]([C:10]1[C:11]([CH3:31])=[C:12]([C:24]([O:26]C(C)(C)C)=O)[NH:13][C:14]=1[CH2:15][CH2:16][CH2:17][CH2:18][N:19]([CH2:22][CH3:23])CC)=[O:9])C. The catalyst is C1(C)C=CC=CC=1. (2) The reactants are Cl.[O:2]=[C:3]1[C:11]2([CH2:16][CH2:15][NH:14][CH2:13][CH2:12]2)[C:10]2[C:5](=[CH:6][CH:7]=[C:8]([C:17]([O:19][CH3:20])=[O:18])[CH:9]=2)[NH:4]1.[F:21][C:22]([F:35])([F:34])[C:23]1[CH:28]=[CH:27][CH:26]=[CH:25][C:24]=1/[CH:29]=[CH:30]/[C:31](O)=[O:32].C1C=CC2N(O)N=NC=2C=1.CCN=C=NCCCN(C)C.CCN(C(C)C)C(C)C. The catalyst is C(Cl)Cl. The product is [O:2]=[C:3]1[C:11]2([CH2:16][CH2:15][N:14]([C:31](=[O:32])/[CH:30]=[CH:29]/[C:24]3[CH:25]=[CH:26][CH:27]=[CH:28][C:23]=3[C:22]([F:34])([F:35])[F:21])[CH2:13][CH2:12]2)[C:10]2[C:5](=[CH:6][CH:7]=[C:8]([C:17]([O:19][CH3:20])=[O:18])[CH:9]=2)[NH:4]1. The yield is 0.490. (3) The reactants are [Br:1][C:2]1[CH:6]=[N:5][N:4]([CH3:7])[C:3]=1[C:8]1[CH:9]=[C:10]([NH2:24])[CH:11]=[CH:12][C:13]=1[O:14][CH2:15][CH2:16][N:17]1[CH2:23][CH2:22][CH2:21][O:20][CH2:19][CH2:18]1.C(N(CC)C(C)C)(C)C.[F:34][C:35]1[CH:36]=[C:37]([CH:41]=[CH:42][C:43]=1[C:44]([F:47])([F:46])[F:45])[C:38](Cl)=[O:39]. The catalyst is CC(N(C)C)=O.CS(C)=O. The product is [Br:1][C:2]1[CH:6]=[N:5][N:4]([CH3:7])[C:3]=1[C:8]1[CH:9]=[C:10]([NH:24][C:38](=[O:39])[C:37]2[CH:41]=[CH:42][C:43]([C:44]([F:45])([F:46])[F:47])=[C:35]([F:34])[CH:36]=2)[CH:11]=[CH:12][C:13]=1[O:14][CH2:15][CH2:16][N:17]1[CH2:23][CH2:22][CH2:21][O:20][CH2:19][CH2:18]1. The yield is 0.530. (4) The reactants are [NH2:1][C:2]1[CH:10]=[C:9]2[C:5]([CH2:6][C:7](=[O:11])[NH:8]2)=[CH:4][C:3]=1[F:12].[F:13][C:14]1[CH:21]=[CH:20][C:17]([CH:18]=O)=[CH:16][CH:15]=1.[BH4-].[Na+].O. The catalyst is C(O)C. The product is [F:12][C:3]1[CH:4]=[C:5]2[C:9](=[CH:10][C:2]=1[NH:1][CH2:18][C:17]1[CH:20]=[CH:21][C:14]([F:13])=[CH:15][CH:16]=1)[NH:8][C:7](=[O:11])[CH2:6]2. The yield is 0.450. (5) The reactants are [Cl-].O[NH3+:3].[C:4](=[O:7])([O-])[OH:5].[Na+].CS(C)=O.[CH3:13][C:14]1[N:47]=[C:17]2[N:18]([CH:41]3[CH2:45][CH:44]([CH3:46])[O:43][CH2:42]3)[C:19](=[O:40])[C:20]([CH2:25][C:26]3[CH:31]=[CH:30][C:29]([C:32]4[C:33]([C:38]#[N:39])=[CH:34][CH:35]=[CH:36][CH:37]=4)=[CH:28][CH:27]=3)=[C:21]([CH2:22][CH2:23][CH3:24])[N:16]2[N:15]=1. The catalyst is C(OCC)(=O)C. The product is [CH3:13][C:14]1[N:47]=[C:17]2[N:18]([CH:41]3[CH2:45][CH:44]([CH3:46])[O:43][CH2:42]3)[C:19](=[O:40])[C:20]([CH2:25][C:26]3[CH:27]=[CH:28][C:29]([C:32]4[CH:37]=[CH:36][CH:35]=[CH:34][C:33]=4[C:38]4[NH:3][C:4](=[O:7])[O:5][N:39]=4)=[CH:30][CH:31]=3)=[C:21]([CH2:22][CH2:23][CH3:24])[N:16]2[N:15]=1. The yield is 0.670. (6) The product is [Cl:19][C:14]1[CH:15]=[CH:16][CH:17]=[CH:18][C:13]=1[N:12]1[C:11](=[O:20])[C:10]2[C:5](=[CH:6][C:7]([O:23][CH3:24])=[C:8]([O:21][CH3:22])[CH:9]=2)[N:4]=[C:3]1[CH2:2][S:26][C:27]1[N:35]=[CH:34][N:33]=[C:32]2[C:28]=1[N:29]=[CH:30][NH:31]2. The yield is 0.650. The catalyst is CN(C=O)C. The reactants are Cl[CH2:2][C:3]1[N:12]([C:13]2[CH:18]=[CH:17][CH:16]=[CH:15][C:14]=2[Cl:19])[C:11](=[O:20])[C:10]2[C:5](=[CH:6][C:7]([O:23][CH3:24])=[C:8]([O:21][CH3:22])[CH:9]=2)[N:4]=1.O.[SH:26][C:27]1[N:35]=[CH:34][N:33]=[C:32]2[C:28]=1[NH:29][CH:30]=[N:31]2.C([O-])([O-])=O.[K+].[K+]. (7) The reactants are P(Cl)(Cl)([Cl:3])=O.[CH3:6][S:7][C:8]1[N:9]=[CH:10][C:11]2[C:17](=O)[NH:16][CH:15]=[C:14]([C:19]3[C:27]4[C:22](=[CH:23][C:24]([C:28]#[N:29])=[CH:25][CH:26]=4)[NH:21][CH:20]=3)[C:12]=2[N:13]=1. No catalyst specified. The product is [Cl:3][C:17]1[C:11]2[CH:10]=[N:9][C:8]([S:7][CH3:6])=[N:13][C:12]=2[C:14]([C:19]2[C:27]3[C:22](=[CH:23][C:24]([C:28]#[N:29])=[CH:25][CH:26]=3)[NH:21][CH:20]=2)=[CH:15][N:16]=1. The yield is 1.10. (8) The reactants are C(N(CC)CC)C.[C:8]1(B(O)O)[CH:13]=[CH:12][CH:11]=[CH:10][CH:9]=1.[O:17]=[C:18]1[C:27]([C:28]#[N:29])=[C:26]([N:30]2[CH2:35][CH2:34][N:33]([C:36]([C:38]3[S:39][CH:40]=[CH:41][CH:42]=3)=[O:37])[CH2:32][CH2:31]2)[C:25]2[C:20](=[CH:21][CH:22]=[CH:23][CH:24]=2)[NH:19]1. The catalyst is ClCCl. The product is [O:17]=[C:18]1[C:27]([C:28]#[N:29])=[C:26]([N:30]2[CH2:35][CH2:34][N:33]([C:36]([C:38]3[S:39][CH:40]=[CH:41][CH:42]=3)=[O:37])[CH2:32][CH2:31]2)[C:13]2[C:8](=[CH:9][CH:10]=[CH:11][CH:12]=2)[N:19]1[C:20]1[CH:21]=[CH:22][CH:23]=[CH:24][CH:25]=1. The yield is 0.310.